This data is from NCI-60 drug combinations with 297,098 pairs across 59 cell lines. The task is: Regression. Given two drug SMILES strings and cell line genomic features, predict the synergy score measuring deviation from expected non-interaction effect. (1) Synergy scores: CSS=43.4, Synergy_ZIP=-2.95, Synergy_Bliss=-1.93, Synergy_Loewe=-27.8, Synergy_HSA=-2.07. Cell line: SK-OV-3. Drug 1: CC1C(C(CC(O1)OC2CC(OC(C2O)C)OC3=CC4=CC5=C(C(=O)C(C(C5)C(C(=O)C(C(C)O)O)OC)OC6CC(C(C(O6)C)O)OC7CC(C(C(O7)C)O)OC8CC(C(C(O8)C)O)(C)O)C(=C4C(=C3C)O)O)O)O. Drug 2: C(CC(=O)O)C(=O)CN.Cl. (2) Drug 1: CC1=C(C=C(C=C1)NC2=NC=CC(=N2)N(C)C3=CC4=NN(C(=C4C=C3)C)C)S(=O)(=O)N.Cl. Drug 2: CCN(CC)CCCC(C)NC1=C2C=C(C=CC2=NC3=C1C=CC(=C3)Cl)OC. Cell line: SR. Synergy scores: CSS=57.9, Synergy_ZIP=-0.104, Synergy_Bliss=-5.20, Synergy_Loewe=-3.03, Synergy_HSA=-3.49. (3) Drug 1: C1CC(=O)NC(=O)C1N2C(=O)C3=CC=CC=C3C2=O. Drug 2: CC1C(C(CC(O1)OC2CC(CC3=C2C(=C4C(=C3O)C(=O)C5=C(C4=O)C(=CC=C5)OC)O)(C(=O)CO)O)N)O.Cl. Cell line: T-47D. Synergy scores: CSS=38.3, Synergy_ZIP=-0.701, Synergy_Bliss=-2.85, Synergy_Loewe=-30.4, Synergy_HSA=-2.13. (4) Drug 1: CCCCCOC(=O)NC1=NC(=O)N(C=C1F)C2C(C(C(O2)C)O)O. Drug 2: CC1=C(C(=O)C2=C(C1=O)N3CC4C(C3(C2COC(=O)N)OC)N4)N. Cell line: EKVX. Synergy scores: CSS=8.59, Synergy_ZIP=-1.74, Synergy_Bliss=-0.997, Synergy_Loewe=-5.37, Synergy_HSA=0.0855. (5) Drug 1: CCCS(=O)(=O)NC1=C(C(=C(C=C1)F)C(=O)C2=CNC3=C2C=C(C=N3)C4=CC=C(C=C4)Cl)F. Drug 2: C1=CN(C=N1)CC(O)(P(=O)(O)O)P(=O)(O)O. Cell line: T-47D. Synergy scores: CSS=8.94, Synergy_ZIP=-1.19, Synergy_Bliss=6.02, Synergy_Loewe=4.93, Synergy_HSA=4.88.